Dataset: Peptide-MHC class II binding affinity with 134,281 pairs from IEDB. Task: Regression. Given a peptide amino acid sequence and an MHC pseudo amino acid sequence, predict their binding affinity value. This is MHC class II binding data. The peptide sequence is EHLSSLRNLCELLGV. The MHC is DRB1_1101 with pseudo-sequence DRB1_1101. The binding affinity (normalized) is 0.480.